Dataset: Full USPTO retrosynthesis dataset with 1.9M reactions from patents (1976-2016). Task: Predict the reactants needed to synthesize the given product. (1) Given the product [Cl:1][C:2]1[CH:3]=[C:4]2[C:10]([C:11]3[N:16]=[C:15]([NH:17][CH:18]4[CH2:22][CH2:21][N:20]([C:28]([O:29][CH2:30][C@H:31]5[CH2:35][CH2:34][O:33][CH2:32]5)=[O:43])[CH2:19]4)[C:14]([F:27])=[CH:13][N:12]=3)=[CH:9][NH:8][C:5]2=[N:6][CH:7]=1, predict the reactants needed to synthesize it. The reactants are: [Cl:1][C:2]1[CH:3]=[C:4]2[C:10]([C:11]3[N:16]=[C:15]([NH:17][C@H:18]4[CH2:22][CH2:21][N:20](S(C)(=O)=O)[CH2:19]4)[C:14]([F:27])=[CH:13][N:12]=3)=[CH:9][NH:8][C:5]2=[N:6][CH:7]=1.[C:28](=O)([O-:43])[O:29][CH:30](N1C(=O)CCC1=O)[CH:31]1[CH2:35][CH2:34][O:33][CH2:32]1. (2) Given the product [I:1][C:2]1[CH:3]=[CH:4][C:5]([CH2:8][N:9]2[C:13]3[CH:14]([OH:18])[CH2:15][CH2:16][CH2:17][C:12]=3[N:11]=[C:10]2[CH:19]([CH3:21])[CH3:20])=[CH:6][CH:7]=1, predict the reactants needed to synthesize it. The reactants are: [I:1][C:2]1[CH:7]=[CH:6][C:5]([CH2:8][N:9]2[C:13]3[C:14](=[O:18])[CH2:15][CH2:16][CH2:17][C:12]=3[N:11]=[C:10]2[CH:19]([CH3:21])[CH3:20])=[CH:4][CH:3]=1.ClCCl.[BH4-].[Na+]. (3) Given the product [CH3:1][C:2]1[CH:3]=[C:4]([CH:7]=[C:8]([CH3:21])[C:9]=1[CH2:10][C:11]1[CH:16]=[CH:15][C:14]([OH:17])=[C:13]([CH:18]([CH3:19])[CH3:20])[CH:12]=1)[CH2:5][O:6][P:23]([CH3:22])(=[O:24])[OH:25], predict the reactants needed to synthesize it. The reactants are: [CH3:1][C:2]1[CH:3]=[C:4]([CH:7]=[C:8]([CH3:21])[C:9]=1[CH2:10][C:11]1[CH:16]=[CH:15][C:14]([OH:17])=[C:13]([CH:18]([CH3:20])[CH3:19])[CH:12]=1)[CH2:5][OH:6].[CH3:22][P:23](=O)([OH:25])[OH:24].N1C=CC=CC=1.CCN=C=NCCCN(C)C. (4) Given the product [CH3:1][O:2][C:3]1[C:12]([NH:13][C:14]([N:35]2[CH2:34][CH2:33][N:32]([C:29]3[CH:28]=[CH:27][C:26]([C:23](=[O:25])[CH3:24])=[CH:31][CH:30]=3)[CH2:37][CH2:36]2)=[O:22])=[N:11][C:10]2[C:5](=[CH:6][CH:7]=[CH:8][CH:9]=2)[N:4]=1, predict the reactants needed to synthesize it. The reactants are: [CH3:1][O:2][C:3]1[C:12]([NH:13][C:14](=[O:22])OC2C=CC=CC=2)=[N:11][C:10]2[C:5](=[CH:6][CH:7]=[CH:8][CH:9]=2)[N:4]=1.[C:23]([C:26]1[CH:31]=[CH:30][C:29]([N:32]2[CH2:37][CH2:36][NH:35][CH2:34][CH2:33]2)=[CH:28][CH:27]=1)(=[O:25])[CH3:24]. (5) Given the product [C:27](=[O:30])([S:29][CH2:12][C@H:13]1[CH2:14][CH2:15][C@H:16]([NH:19][C:20]([O:22][C:23]([CH3:24])([CH3:25])[CH3:26])=[O:21])[CH2:17][CH2:18]1)[CH3:28], predict the reactants needed to synthesize it. The reactants are: CC1C=CC(S(O[CH2:12][C@H:13]2[CH2:18][CH2:17][C@H:16]([NH:19][C:20]([O:22][C:23]([CH3:26])([CH3:25])[CH3:24])=[O:21])[CH2:15][CH2:14]2)(=O)=O)=CC=1.[C:27]([O-:30])(=[S:29])[CH3:28].[K+].